From a dataset of Forward reaction prediction with 1.9M reactions from USPTO patents (1976-2016). Predict the product of the given reaction. (1) Given the reactants [C:1]([C:3]1[C:4]([C:17]([F:20])([F:19])[F:18])=[C:5]2[C:9](=[CH:10][CH:11]=1)[N:8]([CH2:12][C:13](=[NH:16])[NH:14][OH:15])[CH:7]=[CH:6]2)#[N:2].[F:21][C:22]1[CH:23]=[C:24]([CH:28]=[C:29]([C:31]([F:34])([F:33])[F:32])[CH:30]=1)[C:25](O)=O, predict the reaction product. The product is: [F:21][C:22]1[CH:23]=[C:24]([C:25]2[O:15][N:14]=[C:13]([CH2:12][N:8]3[C:9]4[C:5](=[C:4]([C:17]([F:19])([F:20])[F:18])[C:3]([C:1]#[N:2])=[CH:11][CH:10]=4)[CH:6]=[CH:7]3)[N:16]=2)[CH:28]=[C:29]([C:31]([F:32])([F:33])[F:34])[CH:30]=1. (2) Given the reactants C(OC([N:8]1[CH2:16][C:15]2[C:10](=[CH:11][CH:12]=[C:13]([C:17]([N:19]3[CH2:23][CH2:22][CH2:21][CH2:20]3)=[O:18])[CH:14]=2)[CH2:9]1)=O)(C)(C)C.[ClH:24], predict the reaction product. The product is: [ClH:24].[N:19]1([C:17]([C:13]2[CH:14]=[C:15]3[C:10](=[CH:11][CH:12]=2)[CH2:9][NH:8][CH2:16]3)=[O:18])[CH2:23][CH2:22][CH2:21][CH2:20]1. (3) Given the reactants [NH2:1][CH:2]1[CH2:7][CH2:6][C:5](=[O:8])[NH:4][C:3]1=[O:9].[CH2:10](Br)[C:11]1[CH:16]=[CH:15][CH:14]=[CH:13][CH:12]=1, predict the reaction product. The product is: [CH2:10]([NH:1][CH:2]1[CH2:7][CH2:6][C:5](=[O:8])[NH:4][C:3]1=[O:9])[C:11]1[CH:16]=[CH:15][CH:14]=[CH:13][CH:12]=1. (4) Given the reactants [F:1][C:2]1[CH:7]=[CH:6][C:5]([NH2:8])=[CH:4][CH:3]=1.C1N=CN([C:14](N2C=NC=C2)=[O:15])C=1.[CH2:21]([O:23][C:24](=[O:43])[CH2:25][CH2:26][C:27]1[CH:32]=[CH:31][CH:30]=[C:29]([N:33]2[C:37]([NH2:38])=[CH:36][C:35]([C:39]([CH3:42])([CH3:41])[CH3:40])=[N:34]2)[CH:28]=1)[CH3:22].O, predict the reaction product. The product is: [CH2:21]([O:23][C:24](=[O:43])[CH2:25][CH2:26][C:27]1[CH:32]=[CH:31][CH:30]=[C:29]([N:33]2[C:37]([NH:38][C:14]([NH:8][C:5]3[CH:6]=[CH:7][C:2]([F:1])=[CH:3][CH:4]=3)=[O:15])=[CH:36][C:35]([C:39]([CH3:42])([CH3:41])[CH3:40])=[N:34]2)[CH:28]=1)[CH3:22].